This data is from Catalyst prediction with 721,799 reactions and 888 catalyst types from USPTO. The task is: Predict which catalyst facilitates the given reaction. Reactant: [N+:1]([C:4]1[CH:5]=[C:6]([CH2:10][C:11]([O:13]O)=[O:12])[CH:7]=[CH:8][CH:9]=1)([O-:3])=[O:2].[CH3:15]O. Product: [N+:1]([C:4]1[CH:5]=[C:6]([CH2:10][C:11]([O:13][CH3:15])=[O:12])[CH:7]=[CH:8][CH:9]=1)([O-:3])=[O:2]. The catalyst class is: 309.